Dataset: NCI-60 drug combinations with 297,098 pairs across 59 cell lines. Task: Regression. Given two drug SMILES strings and cell line genomic features, predict the synergy score measuring deviation from expected non-interaction effect. (1) Drug 1: C1=CN(C(=O)N=C1N)C2C(C(C(O2)CO)O)(F)F. Drug 2: CN1C=C(C=N1)C2=C3N=C(C(=C(N3N=C2)N)Br)C4CCCNC4. Cell line: T-47D. Synergy scores: CSS=47.0, Synergy_ZIP=22.5, Synergy_Bliss=23.4, Synergy_Loewe=-12.3, Synergy_HSA=18.9. (2) Drug 1: CC(C)(C#N)C1=CC(=CC(=C1)CN2C=NC=N2)C(C)(C)C#N. Drug 2: CC(C)NC(=O)C1=CC=C(C=C1)CNNC.Cl. Cell line: EKVX. Synergy scores: CSS=0.924, Synergy_ZIP=-0.0929, Synergy_Bliss=-1.15, Synergy_Loewe=0.314, Synergy_HSA=-2.45. (3) Drug 1: C(CC(=O)O)C(=O)CN.Cl. Drug 2: C1C(C(OC1N2C=NC3=C2NC=NCC3O)CO)O. Cell line: EKVX. Synergy scores: CSS=11.2, Synergy_ZIP=-1.15, Synergy_Bliss=1.98, Synergy_Loewe=1.08, Synergy_HSA=-0.435.